This data is from Reaction yield outcomes from USPTO patents with 853,638 reactions. The task is: Predict the reaction yield, written as a fraction of the theoretical maximum amount of product (1.0 means a 100% yield; for example, 0.34 means a 34% yield). The yield is 0.670. The catalyst is O. The product is [Cl:10][C:6]1[N:7]=[C:8]([CH3:9])[C:3]([S:15]([Cl:1])(=[O:17])=[O:16])=[CH:4][CH:5]=1. The reactants are [ClH:1].N[C:3]1[CH:4]=[CH:5][C:6]([Cl:10])=[N:7][C:8]=1[CH3:9].N([O-])=O.[Na+].[S:15](=[O:17])=[O:16].